This data is from NCI-60 drug combinations with 297,098 pairs across 59 cell lines. The task is: Regression. Given two drug SMILES strings and cell line genomic features, predict the synergy score measuring deviation from expected non-interaction effect. (1) Drug 1: CN1CCC(CC1)COC2=C(C=C3C(=C2)N=CN=C3NC4=C(C=C(C=C4)Br)F)OC. Drug 2: C1CC(C1)(C(=O)O)C(=O)O.[NH2-].[NH2-].[Pt+2]. Cell line: TK-10. Synergy scores: CSS=24.8, Synergy_ZIP=-11.1, Synergy_Bliss=-2.50, Synergy_Loewe=-3.22, Synergy_HSA=-0.642. (2) Drug 1: CS(=O)(=O)C1=CC(=C(C=C1)C(=O)NC2=CC(=C(C=C2)Cl)C3=CC=CC=N3)Cl. Drug 2: CCCCCOC(=O)NC1=NC(=O)N(C=C1F)C2C(C(C(O2)C)O)O. Cell line: SF-268. Synergy scores: CSS=2.03, Synergy_ZIP=8.45, Synergy_Bliss=5.43, Synergy_Loewe=-0.500, Synergy_HSA=1.13. (3) Drug 1: CC1=C(C(=CC=C1)Cl)NC(=O)C2=CN=C(S2)NC3=CC(=NC(=N3)C)N4CCN(CC4)CCO. Drug 2: CN1C2=C(C=C(C=C2)N(CCCl)CCCl)N=C1CCCC(=O)O.Cl. Cell line: UACC-257. Synergy scores: CSS=8.35, Synergy_ZIP=-0.359, Synergy_Bliss=4.18, Synergy_Loewe=-3.05, Synergy_HSA=3.25.